Dataset: Catalyst prediction with 721,799 reactions and 888 catalyst types from USPTO. Task: Predict which catalyst facilitates the given reaction. (1) Reactant: [CH2:1]([O:3][C:4]1[CH:9]=[CH:8][N:7]=[CH:6][C:5]=1[NH2:10])[CH3:2].C(=O)(O)[O-].[Na+].[C:16](Cl)(Cl)=[S:17]. Product: [CH2:1]([O:3][C:4]1[CH:9]=[CH:8][N:7]=[CH:6][C:5]=1[N:10]=[C:16]=[S:17])[CH3:2]. The catalyst class is: 146. (2) Reactant: [Cl:1][C:2]1([Cl:12])[CH2:11][CH2:10][C:5]2(OCC[O:6]2)[CH2:4][CH2:3]1.Cl. Product: [Cl:1][C:2]1([Cl:12])[CH2:11][CH2:10][C:5](=[O:6])[CH2:4][CH2:3]1. The catalyst class is: 95. (3) Product: [Cl:8][C:9]1[CH:10]=[C:11]([CH:15]=[CH:16][CH:17]=1)[C:12]([NH:20][C:21]1[CH:22]=[CH:23][C:24]([O:25][C:26]2[CH:27]=[CH:28][C:29]3[N:33]=[C:32]([CH2:34][O:35][C:36]4[CH:37]=[CH:38][C:39]([CH2:40][CH:41]5[S:45][C:44](=[O:46])[NH:43][C:42]5=[O:47])=[CH:48][CH:49]=4)[N:31]([CH3:50])[C:30]=3[CH:51]=2)=[CH:52][CH:53]=1)=[O:13]. The catalyst class is: 9. Reactant: C(N(CC)CC)C.[Cl:8][C:9]1[CH:10]=[C:11]([CH:15]=[CH:16][CH:17]=1)[C:12](Cl)=[O:13].Cl.Cl.[NH2:20][C:21]1[CH:53]=[CH:52][C:24]([O:25][C:26]2[CH:27]=[CH:28][C:29]3[N:33]=[C:32]([CH2:34][O:35][C:36]4[CH:49]=[CH:48][C:39]([CH2:40][CH:41]5[S:45][C:44](=[O:46])[NH:43][C:42]5=[O:47])=[CH:38][CH:37]=4)[N:31]([CH3:50])[C:30]=3[CH:51]=2)=[CH:23][CH:22]=1.